From a dataset of Reaction yield outcomes from USPTO patents with 853,638 reactions. Predict the reaction yield, written as a fraction of the theoretical maximum amount of product (1.0 means a 100% yield; for example, 0.34 means a 34% yield). The catalyst is C(Cl)Cl. The product is [Cl:14][C:15]1[CH:20]=[C:19]([N+:21]([O-:23])=[O:22])[CH:18]=[CH:17][N+:16]=1[O-:2]. The reactants are C(OC(C(F)(F)F)=O)(C(F)(F)F)=[O:2].[Cl:14][C:15]1[CH:20]=[C:19]([N+:21]([O-:23])=[O:22])[CH:18]=[CH:17][N:16]=1.OO.NC(N)=O. The yield is 0.950.